This data is from Full USPTO retrosynthesis dataset with 1.9M reactions from patents (1976-2016). The task is: Predict the reactants needed to synthesize the given product. (1) Given the product [Br-:1].[OH:11][C:8]1[CH:9]=[CH:10][C:5]([C:3](=[O:4])[CH2:2][N+:34]23[CH2:39][CH2:38][CH:37]([CH2:36][CH2:35]2)[C@@H:32]([O:31][C:13](=[O:12])[CH:14]([NH:21][C:22]2[CH:26]=[CH:25][S:24][C:23]=2[C:27]([O:29][CH3:30])=[O:28])[C:15]2[CH:16]=[CH:17][CH:18]=[CH:19][CH:20]=2)[CH2:33]3)=[CH:6][CH:7]=1, predict the reactants needed to synthesize it. The reactants are: [Br:1][CH2:2][C:3]([C:5]1[CH:10]=[CH:9][C:8]([OH:11])=[CH:7][CH:6]=1)=[O:4].[O:12]=[C:13]([O:31][C@@H:32]1[CH:37]2[CH2:38][CH2:39][N:34]([CH2:35][CH2:36]2)[CH2:33]1)[CH:14]([NH:21][C:22]1[CH:26]=[CH:25][S:24][C:23]=1[C:27]([O:29][CH3:30])=[O:28])[C:15]1[CH:20]=[CH:19][CH:18]=[CH:17][CH:16]=1.CCOCC. (2) Given the product [O:2]([C:9]1[CH:14]=[CH:13][C:12]([N:15]2[CH2:20][CH2:19][N:18]([C:21](=[O:23])[CH3:22])[CH2:17][CH2:16]2)=[CH:11][CH:10]=1)[C:3]1[CH:4]=[CH:5][CH:6]=[CH:7][CH:8]=1, predict the reactants needed to synthesize it. The reactants are: Cl.[O:2]([C:9]1[CH:14]=[CH:13][C:12]([N:15]2[CH2:20][CH2:19][NH:18][CH2:17][CH2:16]2)=[CH:11][CH:10]=1)[C:3]1[CH:8]=[CH:7][CH:6]=[CH:5][CH:4]=1.[C:21](OC(=O)C)(=[O:23])[CH3:22].C(N(CC)CC)C. (3) Given the product [NH:36]1[CH2:37][CH2:38][CH2:39][CH:40]([O:41][C:18](=[O:19])[NH:17][CH3:13])[CH2:35]1, predict the reactants needed to synthesize it. The reactants are: NC1C2C(=NC=C(Cl)C=2N2CCC[C@@H:13]([N:17](C)[C:18](=O)[O:19]C(C)(C)C)C2)NC=1.C(Cl)(=O)CC.[Li+].[OH-].O.[CH3:35][N:36]1[C:40](=[O:41])[CH2:39][CH2:38][CH2:37]1. (4) The reactants are: Cl[C:2]1[N:7]=[C:6]([O:8][C:9]2[CH:35]=[CH:34][CH:33]=[CH:32][C:10]=2[CH2:11][NH:12][C:13]([NH:15][C:16]2[O:20][C:19]([C:21]([CH3:24])([CH3:23])[CH3:22])=[N:18][C:17]=2[C:25]2[CH:30]=[CH:29][C:28]([CH3:31])=[CH:27][CH:26]=2)=[O:14])[CH:5]=[CH:4][N:3]=1.[NH:36]1[CH2:41][CH2:40][O:39][CH2:38][CH2:37]1. Given the product [O:39]1[CH2:40][CH2:41][N:36]([C:2]2[N:7]=[C:6]([O:8][C:9]3[CH:35]=[CH:34][CH:33]=[CH:32][C:10]=3[CH2:11][NH:12][C:13]([NH:15][C:16]3[O:20][C:19]([C:21]([CH3:23])([CH3:22])[CH3:24])=[N:18][C:17]=3[C:25]3[CH:26]=[CH:27][C:28]([CH3:31])=[CH:29][CH:30]=3)=[O:14])[CH:5]=[CH:4][N:3]=2)[CH2:37][CH2:38]1, predict the reactants needed to synthesize it. (5) Given the product [NH2:1][C:4]1[CH:5]=[N:6][C:7]2[C:12]([C:13]=1[NH:14][C@@H:15]([CH3:25])[CH2:16][NH:17][C:18](=[O:24])[O:19][C:20]([CH3:22])([CH3:21])[CH3:23])=[CH:11][CH:10]=[CH:9][CH:8]=2, predict the reactants needed to synthesize it. The reactants are: [N+:1]([C:4]1[CH:5]=[N:6][C:7]2[C:12]([C:13]=1[NH:14][C@@H:15]([CH3:25])[CH2:16][NH:17][C:18](=[O:24])[O:19][C:20]([CH3:23])([CH3:22])[CH3:21])=[CH:11][CH:10]=[CH:9][CH:8]=2)([O-])=O. (6) Given the product [N:50]1[CH:51]=[CH:52][CH:53]=[CH:54][C:49]=1[N:21]1[CH2:22][CH2:23][CH2:24][CH:20]1[C:16]1[CH:15]=[CH:14][CH:13]=[C:12]2[C:17]=1[CH:18]=[CH:19][C:10]([S:7]([NH:6][C:25]1[S:29][N:28]=[CH:27][N:26]=1)(=[O:9])=[O:8])=[CH:11]2, predict the reactants needed to synthesize it. The reactants are: COC1C=C(OC)C=CC=1C[N:6]([C:25]1[S:29][N:28]=[CH:27][N:26]=1)[S:7]([C:10]1[CH:19]=[CH:18][C:17]2[C:12](=[CH:13][CH:14]=[CH:15][C:16]=2[CH:20]2[CH2:24][CH2:23][CH2:22][NH:21]2)[CH:11]=1)(=[O:9])=[O:8].COC(C)(C)C.C(=O)([O-])[O-].[Cs+].[Cs+].Br[C:49]1[CH:54]=[CH:53][CH:52]=[CH:51][N:50]=1.